Dataset: Forward reaction prediction with 1.9M reactions from USPTO patents (1976-2016). Task: Predict the product of the given reaction. (1) Given the reactants [O:1]([C:8]1[CH:13]=[CH:12][C:11]([C:14]2[C:15]([NH2:20])=[N:16][CH:17]=[CH:18][N:19]=2)=[CH:10][CH:9]=1)[C:2]1[CH:7]=[CH:6][CH:5]=[CH:4][CH:3]=1.[H-].[Na+].Cl[CH2:24][CH2:25][S:26](Cl)(=[O:28])=[O:27].O, predict the reaction product. The product is: [O:1]([C:8]1[CH:9]=[CH:10][C:11]([C:14]2[C:15]3=[N:20][S:26](=[O:28])(=[O:27])[CH2:25][CH2:24][N:16]3[CH:17]=[CH:18][N:19]=2)=[CH:12][CH:13]=1)[C:2]1[CH:3]=[CH:4][CH:5]=[CH:6][CH:7]=1. (2) The product is: [NH2:2][C@H:7]([C:6]([OH:5])=[O:13])[C@H:16]([CH2:17][CH3:18])[CH3:15]. Given the reactants C[N:2]1[CH2:7][CH2:6][O:5]CC1.C(Cl)(=[O:13])C(C)(C)C.[C:15](Cl)(=O)[CH2:16][C:17](C)(C)[CH3:18].Cl.S1CCNC1.S1CCNC1, predict the reaction product. (3) Given the reactants C(O)(=O)C.[NH2:5][C:6]1[CH:11]=[C:10]([N:12]2[CH:16]=[CH:15][CH:14]=[N:13]2)[CH:9]=[CH:8][C:7]=1[NH:17][C:18](=O)[CH:19]([N:27]1[CH:32]=[CH:31][C:30]([C:33]2[CH:38]=[C:37]([Cl:39])[CH:36]=[CH:35][C:34]=2[N:40]2[CH:44]=[N:43][N:42]=[N:41]2)=[CH:29][C:28]1=[O:45])[CH2:20][C:21]1[CH:26]=[CH:25][CH:24]=[CH:23][CH:22]=1.[OH-].[Na+], predict the reaction product. The product is: [Cl:39][C:37]1[CH:36]=[CH:35][C:34]([N:40]2[CH:44]=[N:43][N:42]=[N:41]2)=[C:33]([C:30]2[CH:31]=[CH:32][N:27]([CH:19]([C:18]3[NH:17][C:7]4[CH:8]=[CH:9][C:10]([N:12]5[CH:16]=[CH:15][CH:14]=[N:13]5)=[CH:11][C:6]=4[N:5]=3)[CH2:20][C:21]3[CH:26]=[CH:25][CH:24]=[CH:23][CH:22]=3)[C:28](=[O:45])[CH:29]=2)[CH:38]=1. (4) Given the reactants I[C:2]1[CH:14]=[CH:13][C:5]([CH2:6][N:7]2[CH2:12][CH2:11][CH2:10][CH2:9][CH2:8]2)=[CH:4][CH:3]=1.[Cl:15][C:16]1[CH:21]=[CH:20][C:19]([C:22]2[CH:27]=[CH:26][C:25]([NH:28][C:29](=[O:32])[C:30]#[CH:31])=[CH:24][CH:23]=2)=[CH:18][CH:17]=1.ClCCl.CO.N, predict the reaction product. The product is: [Cl:15][C:16]1[CH:17]=[CH:18][C:19]([C:22]2[CH:27]=[CH:26][C:25]([NH:28][C:29](=[O:32])[C:30]#[C:31][C:2]3[CH:14]=[CH:13][C:5]([CH2:6][N:7]4[CH2:12][CH2:11][CH2:10][CH2:9][CH2:8]4)=[CH:4][CH:3]=3)=[CH:24][CH:23]=2)=[CH:20][CH:21]=1. (5) Given the reactants C(O)(=O)C.C(O)(=O)C.IC1C=CC=CC=1.[CH2:16]([C:18]1([CH2:24][CH2:25][OH:26])[CH2:23][CH2:22][CH2:21][CH2:20][CH2:19]1)[CH3:17].CC1(C)N([O])C(C)(C)CCC1.C(OCC)C, predict the reaction product. The product is: [CH2:16]([C:18]1([CH2:24][CH:25]=[O:26])[CH2:19][CH2:20][CH2:21][CH2:22][CH2:23]1)[CH3:17]. (6) Given the reactants O1[C:5]2([CH2:10][CH2:9][CH:8]([N:11]3[CH2:15][CH2:14][O:13][C:12]3=[O:16])[CH2:7][CH2:6]2)[O:4]CC1.C(=O)([O-])[O-].[Na+].[Na+], predict the reaction product. The product is: [O:4]=[C:5]1[CH2:10][CH2:9][CH:8]([N:11]2[CH2:15][CH2:14][O:13][C:12]2=[O:16])[CH2:7][CH2:6]1.